This data is from NCI-60 drug combinations with 297,098 pairs across 59 cell lines. The task is: Regression. Given two drug SMILES strings and cell line genomic features, predict the synergy score measuring deviation from expected non-interaction effect. (1) Drug 1: C1=NC2=C(N1)C(=S)N=C(N2)N. Drug 2: C1=CC(=CC=C1C#N)C(C2=CC=C(C=C2)C#N)N3C=NC=N3. Cell line: TK-10. Synergy scores: CSS=12.6, Synergy_ZIP=-8.94, Synergy_Bliss=-3.42, Synergy_Loewe=-7.05, Synergy_HSA=-3.39. (2) Drug 1: CC(C1=C(C=CC(=C1Cl)F)Cl)OC2=C(N=CC(=C2)C3=CN(N=C3)C4CCNCC4)N. Drug 2: C(CN)CNCCSP(=O)(O)O. Cell line: HT29. Synergy scores: CSS=9.93, Synergy_ZIP=-1.24, Synergy_Bliss=-0.964, Synergy_Loewe=-8.88, Synergy_HSA=-2.84. (3) Drug 1: CCC1(CC2CC(C3=C(CCN(C2)C1)C4=CC=CC=C4N3)(C5=C(C=C6C(=C5)C78CCN9C7C(C=CC9)(C(C(C8N6C=O)(C(=O)OC)O)OC(=O)C)CC)OC)C(=O)OC)O.OS(=O)(=O)O. Drug 2: C(=O)(N)NO. Cell line: NCI/ADR-RES. Synergy scores: CSS=0.01000, Synergy_ZIP=-1.63, Synergy_Bliss=-3.94, Synergy_Loewe=0.319, Synergy_HSA=-4.77. (4) Drug 1: CCC(=C(C1=CC=CC=C1)C2=CC=C(C=C2)OCCN(C)C)C3=CC=CC=C3.C(C(=O)O)C(CC(=O)O)(C(=O)O)O. Drug 2: CCN(CC)CCCC(C)NC1=C2C=C(C=CC2=NC3=C1C=CC(=C3)Cl)OC. Cell line: ACHN. Synergy scores: CSS=13.0, Synergy_ZIP=2.52, Synergy_Bliss=3.01, Synergy_Loewe=-26.6, Synergy_HSA=1.46. (5) Cell line: UACC-257. Drug 2: CC1=C(N=C(N=C1N)C(CC(=O)N)NCC(C(=O)N)N)C(=O)NC(C(C2=CN=CN2)OC3C(C(C(C(O3)CO)O)O)OC4C(C(C(C(O4)CO)O)OC(=O)N)O)C(=O)NC(C)C(C(C)C(=O)NC(C(C)O)C(=O)NCCC5=NC(=CS5)C6=NC(=CS6)C(=O)NCCC[S+](C)C)O. Synergy scores: CSS=9.37, Synergy_ZIP=-2.56, Synergy_Bliss=3.13, Synergy_Loewe=1.16, Synergy_HSA=1.81. Drug 1: CC1C(C(CC(O1)OC2CC(CC3=C2C(=C4C(=C3O)C(=O)C5=C(C4=O)C(=CC=C5)OC)O)(C(=O)CO)O)N)O.Cl. (6) Drug 1: C1CCN(CC1)CCOC2=CC=C(C=C2)C(=O)C3=C(SC4=C3C=CC(=C4)O)C5=CC=C(C=C5)O. Drug 2: CC1OCC2C(O1)C(C(C(O2)OC3C4COC(=O)C4C(C5=CC6=C(C=C35)OCO6)C7=CC(=C(C(=C7)OC)O)OC)O)O. Cell line: NCI-H522. Synergy scores: CSS=29.5, Synergy_ZIP=-0.275, Synergy_Bliss=-0.989, Synergy_Loewe=-1.95, Synergy_HSA=0.344. (7) Cell line: SK-MEL-2. Drug 1: CN(C)N=NC1=C(NC=N1)C(=O)N. Synergy scores: CSS=1.15, Synergy_ZIP=2.58, Synergy_Bliss=4.59, Synergy_Loewe=1.53, Synergy_HSA=1.22. Drug 2: CC1=C(C(CCC1)(C)C)C=CC(=CC=CC(=CC(=O)O)C)C. (8) Drug 1: CC(C)(C#N)C1=CC(=CC(=C1)CN2C=NC=N2)C(C)(C)C#N. Drug 2: CN(CCCl)CCCl.Cl. Cell line: NCIH23. Synergy scores: CSS=27.8, Synergy_ZIP=2.55, Synergy_Bliss=2.49, Synergy_Loewe=-1.22, Synergy_HSA=-0.821. (9) Drug 1: CC(C1=C(C=CC(=C1Cl)F)Cl)OC2=C(N=CC(=C2)C3=CN(N=C3)C4CCNCC4)N. Drug 2: CC(C)CN1C=NC2=C1C3=CC=CC=C3N=C2N. Cell line: NCI-H322M. Synergy scores: CSS=-18.2, Synergy_ZIP=2.21, Synergy_Bliss=-11.1, Synergy_Loewe=-16.1, Synergy_HSA=-15.6.